This data is from Retrosynthesis with 50K atom-mapped reactions and 10 reaction types from USPTO. The task is: Predict the reactants needed to synthesize the given product. Given the product CC(C)(C)OC(=O)NCc1cccc(C=CC(=O)O)c1, predict the reactants needed to synthesize it. The reactants are: COC(=O)C=Cc1cccc(CNC(=O)OC(C)(C)C)c1.